From a dataset of Forward reaction prediction with 1.9M reactions from USPTO patents (1976-2016). Predict the product of the given reaction. (1) Given the reactants [F:1][C:2]1[CH:7]=[C:6]([C:8]2[C:16]([C:17]3[CH:22]=[CH:21][N:20]=[C:19]([S:23][CH3:24])[N:18]=3)=[C:11]3[CH:12]=[CH:13][CH:14]=[CH:15][N:10]3[N:9]=2)[CH:5]=[CH:4][N:3]=1.ClC1C=C(C=CC=1)C(OO)=[O:30], predict the reaction product. The product is: [F:1][C:2]1[CH:7]=[C:6]([C:8]2[C:16]([C:17]3[CH:22]=[CH:21][N:20]=[C:19]([S:23]([CH3:24])=[O:30])[N:18]=3)=[C:11]3[CH:12]=[CH:13][CH:14]=[CH:15][N:10]3[N:9]=2)[CH:5]=[CH:4][N:3]=1. (2) Given the reactants [C:1]([C:3]1[CH:8]=[CH:7][C:6]([C:9]2[N:13]3[CH:14]=[C:15]([C:18]4[CH:40]=[CH:39][C:21]([C:22]([N:24]5[CH2:29][CH2:28][C:27]([NH:31]C(=O)OC(C)(C)C)([CH3:30])[CH2:26][CH2:25]5)=[O:23])=[C:20]([CH3:41])[CH:19]=4)[N:16]=[CH:17][C:12]3=[N:11][CH:10]=2)=[CH:5][CH:4]=1)#[N:2], predict the reaction product. The product is: [NH2:31][C:27]1([CH3:30])[CH2:26][CH2:25][N:24]([C:22]([C:21]2[CH:39]=[CH:40][C:18]([C:15]3[N:16]=[CH:17][C:12]4[N:13]([C:9]([C:6]5[CH:7]=[CH:8][C:3]([C:1]#[N:2])=[CH:4][CH:5]=5)=[CH:10][N:11]=4)[CH:14]=3)=[CH:19][C:20]=2[CH3:41])=[O:23])[CH2:29][CH2:28]1. (3) Given the reactants [CH3:1][C:2]1[NH:3][C:4]2[C:5](=[O:14])[CH2:6][CH2:7][CH2:8][C:9]=2[C:10]=1[C:11]([OH:13])=O.[CH3:15][N:16]([CH3:20])[CH2:17][CH2:18][NH2:19], predict the reaction product. The product is: [CH3:15][N:16]([CH3:20])[CH2:17][CH2:18][NH:19][C:11]([C:10]1[C:9]2[CH2:8][CH2:7][CH2:6][C:5](=[O:14])[C:4]=2[NH:3][C:2]=1[CH3:1])=[O:13].